Dataset: Forward reaction prediction with 1.9M reactions from USPTO patents (1976-2016). Task: Predict the product of the given reaction. (1) Given the reactants [Cl:1][C:2]1[N:3]=[C:4](Cl)[C:5]2[CH2:10][S:9][CH2:8][C:6]=2[N:7]=1.CCN(CC)CC.[CH3:19][C@H:20]1[CH2:25][O:24][CH2:23][CH2:22][NH:21]1, predict the reaction product. The product is: [Cl:1][C:2]1[N:3]=[C:4]([N:21]2[CH2:22][CH2:23][O:24][CH2:25][C@@H:20]2[CH3:19])[C:5]2[CH2:10][S:9][CH2:8][C:6]=2[N:7]=1. (2) Given the reactants [Cl:1][C:2]1[CH:3]=[C:4]([CH:7]=[C:8]([OH:11])[C:9]=1[OH:10])[CH:5]=[O:6].[C:12]([O-])([O-])=O.[Cs+].[Cs+].O, predict the reaction product. The product is: [Cl:1][C:2]1[C:9]2[O:10][CH2:12][O:11][C:8]=2[CH:7]=[C:4]([CH:5]=[O:6])[CH:3]=1.